Dataset: Full USPTO retrosynthesis dataset with 1.9M reactions from patents (1976-2016). Task: Predict the reactants needed to synthesize the given product. (1) Given the product [Cl:1][C:2]1[CH:3]=[CH:4][C:5]([CH:8]2[CH2:13][CH2:12][N:11]([C:14](=[O:31])[C@H:15]([NH:19][C:20]3[N:24]([CH3:32])[N:23]=[C:22]([C:25]4[CH:26]=[CH:27][CH:28]=[CH:29][CH:30]=4)[N:21]=3)[CH:16]([CH3:18])[CH3:17])[CH2:10][CH2:9]2)=[CH:6][CH:7]=1, predict the reactants needed to synthesize it. The reactants are: [Cl:1][C:2]1[CH:7]=[CH:6][C:5]([CH:8]2[CH2:13][CH2:12][N:11]([C:14](=[O:31])[C@H:15]([NH:19][C:20]3[NH:24][N:23]=[C:22]([C:25]4[CH:30]=[CH:29][CH:28]=[CH:27][CH:26]=4)[N:21]=3)[CH:16]([CH3:18])[CH3:17])[CH2:10][CH2:9]2)=[CH:4][CH:3]=1.[CH3:32]NN. (2) Given the product [F:24][C:25]1[CH:31]=[CH:30][C:28]([NH:29][C:20](=[O:21])[CH2:19][N:11]2[C:12]3([CH2:18][CH2:17][CH2:16][CH2:15][CH2:14]3)[N:13]=[C:9]([C:6]3[CH:7]=[CH:8][C:3]([O:2][CH3:1])=[CH:4][CH:5]=3)[C:10]2=[O:23])=[CH:27][C:26]=1[CH3:32], predict the reactants needed to synthesize it. The reactants are: [CH3:1][O:2][C:3]1[CH:8]=[CH:7][C:6]([C:9]2[C:10](=[O:23])[N:11]([CH2:19][C:20](Cl)=[O:21])[C:12]3([CH2:18][CH2:17][CH2:16][CH2:15][CH2:14]3)[N:13]=2)=[CH:5][CH:4]=1.[F:24][C:25]1[CH:31]=[CH:30][C:28]([NH2:29])=[CH:27][C:26]=1[CH3:32].C(N(CC)CC)C.CO. (3) The reactants are: [O:1]1[CH2:6][CH2:5][N:4]([CH2:7][C:8]2[CH:28]=[CH:27][C:11]([O:12][CH2:13][CH2:14][N:15]3[C:23]4[C:18](=[CH:19][CH:20]=[C:21]([C:24]([O-:26])=O)[CH:22]=4)[CH:17]=[CH:16]3)=[CH:10][CH:9]=2)[CH2:3][CH2:2]1.[NH2:29][OH:30]. Given the product [O:1]1[CH2:2][CH2:3][N:4]([CH2:7][C:8]2[CH:9]=[CH:10][C:11]([O:12][CH2:13][CH2:14][N:15]3[C:23]4[C:18](=[CH:19][CH:20]=[C:21]([C:24]([NH:29][OH:30])=[O:26])[CH:22]=4)[CH:17]=[CH:16]3)=[CH:27][CH:28]=2)[CH2:5][CH2:6]1, predict the reactants needed to synthesize it. (4) Given the product [Cl:1][C:2]1[C:7]([NH:8][C:9]2[CH:14]=[CH:13][C:12](=[O:15])[NH:11][CH:10]=2)=[N:6][CH:5]=[C:4]([C:17]([N:19]2[CH2:24][CH2:23][CH2:22][CH:21]([CH3:25])[CH2:20]2)=[O:18])[CH:3]=1, predict the reactants needed to synthesize it. The reactants are: [Cl:1][C:2]1[CH:3]=[C:4]([C:17]([N:19]2[CH2:24][CH2:23][CH2:22][CH:21]([CH3:25])[CH2:20]2)=[O:18])[CH:5]=[N:6][C:7]=1[NH:8][C:9]1[CH:10]=[N:11][C:12]([O:15]C)=[CH:13][CH:14]=1.ClC1C(Cl)=NC=C(C=1)C(O)=O.CC1CCCNC1.NC1C=NC(OC)=CC=1.I[Si](C)(C)C. (5) Given the product [I:12][C:8]1[CH:7]=[C:6]2[C:11]([C:2]([N:14]3[CH2:18][CH2:17][CH2:16][CH2:15]3)=[CH:3][C:4]([CH3:13])=[N:5]2)=[CH:10][CH:9]=1, predict the reactants needed to synthesize it. The reactants are: Cl[C:2]1[C:11]2[C:6](=[CH:7][C:8]([I:12])=[CH:9][CH:10]=2)[N:5]=[C:4]([CH3:13])[CH:3]=1.[NH:14]1[CH2:18][CH2:17][CH2:16][CH2:15]1.N1C=CC=CC=1. (6) Given the product [CH:1]1([CH2:4][O:5][C:6]2[N:11]=[C:10]([C:12]([N:23]3[CH2:24][CH2:25][CH2:26][C:22]3([CH3:27])[CH3:21])=[O:14])[CH:9]=[CH:8][C:7]=2[N:15]2[CH2:18][C:17]([F:20])([F:19])[CH2:16]2)[CH2:2][CH2:3]1, predict the reactants needed to synthesize it. The reactants are: [CH:1]1([CH2:4][O:5][C:6]2[N:11]=[C:10]([C:12]([OH:14])=O)[CH:9]=[CH:8][C:7]=2[N:15]2[CH2:18][C:17]([F:20])([F:19])[CH2:16]2)[CH2:3][CH2:2]1.[CH3:21][C:22]1([CH3:27])[CH2:26][CH2:25][CH2:24][NH:23]1.CN(C(ON1N=NC2C=CC=CC1=2)=[N+](C)C)C.[B-](F)(F)(F)F.CCN(C(C)C)C(C)C. (7) Given the product [CH3:9][O:8][C:5]1[CH:6]=[CH:7][C:2]([CH2:1][NH:18][CH2:17][C:16]2[CH:19]=[CH:20][C:13]([O:12][CH3:11])=[CH:14][CH:15]=2)=[CH:3][CH:4]=1, predict the reactants needed to synthesize it. The reactants are: [CH:1](=O)[C:2]1[CH:7]=[CH:6][C:5]([O:8][CH3:9])=[CH:4][CH:3]=1.[CH3:11][O:12][C:13]1[CH:20]=[CH:19][C:16]([CH2:17][NH2:18])=[CH:15][CH:14]=1.C1(C)C=CC=CC=1.[BH4-].[Na+].